This data is from Plasma protein binding rate (PPBR) regression data from AstraZeneca. The task is: Regression/Classification. Given a drug SMILES string, predict its absorption, distribution, metabolism, or excretion properties. Task type varies by dataset: regression for continuous measurements (e.g., permeability, clearance, half-life) or binary classification for categorical outcomes (e.g., BBB penetration, CYP inhibition). For this dataset (ppbr_az), we predict Y. (1) The drug is N#Cc1c(-c2ccc(-c3ccccc3O)cc2)nc2ccncc2c1O. The Y is 99.7 %. (2) The molecule is O=c1cc(-c2cccnc2)[nH]c2cc(Cc3ccccc3)ccc12. The Y is 99.5 %. (3) The drug is Clc1ccc2ncc(-c3cccc(NC4CNC4)n3)n2c1. The Y is 83.7 %.